Dataset: Catalyst prediction with 721,799 reactions and 888 catalyst types from USPTO. Task: Predict which catalyst facilitates the given reaction. (1) Reactant: [C:1]1([S:7]([N:10]2[C:18]3[C:13](=[CH:14][C:15]([C:19](=[O:22])[CH2:20][CH3:21])=[CH:16][CH:17]=3)[CH:12]=[C:11]2[C:23]2[C:28]([F:29])=[CH:27][CH:26]=[CH:25][C:24]=2[F:30])(=[O:9])=[O:8])[CH:6]=[CH:5][CH:4]=[CH:3][CH:2]=1.[Br:31]Br. Product: [C:1]1([S:7]([N:10]2[C:18]3[C:13](=[CH:14][C:15]([C:19](=[O:22])[CH:20]([Br:31])[CH3:21])=[CH:16][CH:17]=3)[CH:12]=[C:11]2[C:23]2[C:28]([F:29])=[CH:27][CH:26]=[CH:25][C:24]=2[F:30])(=[O:9])=[O:8])[CH:2]=[CH:3][CH:4]=[CH:5][CH:6]=1. The catalyst class is: 53. (2) Product: [CH2:9]([CH:8]([NH:16][C:17]([C:19]1[CH:28]=[N:27][C:26]2[C:21](=[CH:22][CH:23]=[CH:24][CH:25]=2)[N:20]=1)=[O:18])[CH:7]([OH:29])[CH2:6][CH:5]([C:33]1[NH:37][CH:36]=[N:35][N:34]=1)[CH2:4][CH2:3][C:2]([F:1])([CH3:39])[CH3:38])[C:10]1[CH:15]=[CH:14][CH:13]=[CH:12][CH:11]=1. Reactant: [F:1][C:2]([CH3:39])([CH3:38])[CH2:3][CH2:4][CH:5]([C:33]1[NH:37][CH:36]=[N:35][N:34]=1)[CH2:6][CH:7]([O:29]C(=O)C)[CH:8]([NH:16][C:17]([C:19]1[CH:28]=[N:27][C:26]2[C:21](=[CH:22][CH:23]=[CH:24][CH:25]=2)[N:20]=1)=[O:18])[CH2:9][C:10]1[CH:15]=[CH:14][CH:13]=[CH:12][CH:11]=1.C(=O)([O-])[O-].[K+].[K+]. The catalyst class is: 5. (3) Reactant: [C:1]1([C:7]2[CH:11]=[CH:10][NH:9][N:8]=2)[CH:6]=[CH:5][CH:4]=[CH:3][CH:2]=1.O[CH:13]1[CH2:18][CH2:17][N:16]([C:19]([O:21][C:22]([CH3:25])([CH3:24])[CH3:23])=[O:20])[CH2:15][CH2:14]1.C(P(=CC#N)(CCCC)CCCC)CCC. Product: [C:1]1([C:7]2[CH:11]=[CH:10][N:9]([CH:13]3[CH2:18][CH2:17][N:16]([C:19]([O:21][C:22]([CH3:25])([CH3:24])[CH3:23])=[O:20])[CH2:15][CH2:14]3)[N:8]=2)[CH:2]=[CH:3][CH:4]=[CH:5][CH:6]=1. The catalyst class is: 11. (4) Reactant: C([O:5][C:6](=[O:15])[NH:7][C:8]1[CH:13]=[CH:12][CH:11]=[C:10](F)[CH:9]=1)(C)(C)C.C([Li])(C)(C)C.CN([CH:24]=[O:25])C. Product: [O:15]=[C:6]1[NH:7][C:8]2[CH:9]=[CH:10][CH:11]=[C:12]([CH:24]=[O:25])[C:13]=2[O:5]1. The catalyst class is: 1.